From a dataset of Full USPTO retrosynthesis dataset with 1.9M reactions from patents (1976-2016). Predict the reactants needed to synthesize the given product. Given the product [F:1][C:2]([F:7])([F:6])[C:3]([OH:5])=[O:4].[NH2:24][C@H:16]([C:17]1[CH:22]=[CH:21][C:20]([Cl:23])=[CH:19][CH:18]=1)[C@H:15]([C:11]1[CH:12]=[CH:13][CH:14]=[C:9]([Cl:8])[CH:10]=1)[OH:32], predict the reactants needed to synthesize it. The reactants are: [F:1][C:2]([F:7])([F:6])[C:3]([OH:5])=[O:4].[Cl:8][C:9]1[CH:10]=[C:11]([C@H:15]([OH:32])[C@H:16]([NH:24]C(=O)OC(C)(C)C)[C:17]2[CH:22]=[CH:21][C:20]([Cl:23])=[CH:19][CH:18]=2)[CH:12]=[CH:13][CH:14]=1.